Dataset: Peptide-MHC class I binding affinity with 185,985 pairs from IEDB/IMGT. Task: Regression. Given a peptide amino acid sequence and an MHC pseudo amino acid sequence, predict their binding affinity value. This is MHC class I binding data. (1) The MHC is HLA-B27:05 with pseudo-sequence HLA-B27:05. The peptide sequence is TRALVRTGM. The binding affinity (normalized) is 0.797. (2) The peptide sequence is APYFATVRL. The MHC is HLA-A01:01 with pseudo-sequence HLA-A01:01. The binding affinity (normalized) is 0.0847. (3) The peptide sequence is RQLLWRYQI. The MHC is HLA-B83:01 with pseudo-sequence HLA-B83:01. The binding affinity (normalized) is 0.213. (4) The peptide sequence is VHGMNFTKL. The MHC is HLA-B15:01 with pseudo-sequence HLA-B15:01. The binding affinity (normalized) is 0.0847.